The task is: Predict the product of the given reaction.. This data is from Forward reaction prediction with 1.9M reactions from USPTO patents (1976-2016). The product is: [Br:1][C:2]1[CH:7]=[CH:6][C:5]([CH2:8][N:12]2[CH2:16][CH2:15][CH2:14][CH2:13]2)=[C:4]([CH2:10][CH3:11])[CH:3]=1. Given the reactants [Br:1][C:2]1[CH:7]=[CH:6][C:5]([CH2:8]Br)=[C:4]([CH2:10][CH3:11])[CH:3]=1.[NH:12]1[CH2:16][CH2:15][CH2:14][CH2:13]1, predict the reaction product.